Dataset: Forward reaction prediction with 1.9M reactions from USPTO patents (1976-2016). Task: Predict the product of the given reaction. (1) The product is: [CH2:1]([O:8][C:9]([N:11]1[CH2:16][CH2:15][CH:14]([CH2:17][NH:18][C:19]2[C:42]3[N:46]=[CH:23][NH:47][C:41]=3[CH:40]=[CH:45][CH:44]=2)[CH2:13][CH2:12]1)=[O:10])[C:2]1[CH:7]=[CH:6][CH:5]=[CH:4][CH:3]=1. Given the reactants [CH2:1]([O:8][C:9]([N:11]1[CH2:16][CH2:15][CH:14]([C:17](=O)[N:18](OC)[CH3:19])[CH2:13][CH2:12]1)=[O:10])[C:2]1[CH:7]=[CH:6][CH:5]=[CH:4][CH:3]=1.[C:23](O[BH-](OC(=O)C)OC(=O)C)(=O)C.[Na+].[H][H].N[C:40]1[CH:45]=[CH:44]N=[C:42]([NH2:46])[C:41]=1[NH2:47].Cl.[OH-].[Na+], predict the reaction product. (2) Given the reactants [NH2:1][C:2]1[CH:11]=[C:10]2[C:5]([CH2:6][CH2:7][CH:8]([N:12]([CH2:24][CH2:25][CH2:26][N:27]3[CH2:32][CH2:31][N:30]([CH3:33])[CH2:29][CH2:28]3)[C:13]([NH:15][C:16]3[CH:21]=[CH:20][C:19]([F:22])=[C:18]([Cl:23])[CH:17]=3)=[O:14])[CH2:9]2)=[CH:4][CH:3]=1.[CH3:34][S:35](Cl)(=[O:37])=[O:36].CCN(C(C)C)C(C)C, predict the reaction product. The product is: [Cl:23][C:18]1[CH:17]=[C:16]([NH:15][C:13](=[O:14])[N:12]([CH:8]2[CH2:9][C:10]3[CH:11]=[C:2]([NH:1][S:35]([CH3:34])(=[O:37])=[O:36])[CH:3]=[CH:4][C:5]=3[CH2:6][CH2:7]2)[CH2:24][CH2:25][CH2:26][N:27]2[CH2:28][CH2:29][N:30]([CH3:33])[CH2:31][CH2:32]2)[CH:21]=[CH:20][C:19]=1[F:22]. (3) Given the reactants B(Br)(Br)Br.[Cl:5][C:6]1[CH:7]=[C:8]([CH:27]=[CH:28][CH:29]=1)[C:9]([N:11]1[C:19]2[C:14](=[CH:15][C:16]([O:20]C)=[CH:17][CH:18]=2)[C:13]([CH2:22][C:23]([OH:25])=[O:24])=[C:12]1[CH3:26])=[O:10], predict the reaction product. The product is: [Cl:5][C:6]1[CH:7]=[C:8]([CH:27]=[CH:28][CH:29]=1)[C:9]([N:11]1[C:19]2[C:14](=[CH:15][C:16]([OH:20])=[CH:17][CH:18]=2)[C:13]([CH2:22][C:23]([OH:25])=[O:24])=[C:12]1[CH3:26])=[O:10]. (4) Given the reactants C[Sn](C)(C)[C:3]1([F:18])[CH:8]=[CH:7][C:6]([N:9]2[CH2:13][C@H:12]([CH2:14][OH:15])[O:11][C:10]2=[O:16])=[CH:5][CH:4]1[F:17].[CH3:21][C:22]1[O:23][C:24]([C:27]2[CH:32]=[CH:31][C:30](Br)=[CH:29][N:28]=2)=[N:25][N:26]=1, predict the reaction product. The product is: [CH3:21][C:22]1[O:23][C:24]([C:27]2[CH:32]=[CH:31][C:30]([C:3]3([F:18])[CH:8]=[CH:7][C:6]([N:9]4[CH2:13][C@H:12]([CH2:14][OH:15])[O:11][C:10]4=[O:16])=[CH:5][CH:4]3[F:17])=[CH:29][N:28]=2)=[N:25][N:26]=1. (5) The product is: [C:5]([O:8][C:9]1[CH:14]=[C:13]([N+:1]([O-:4])=[O:2])[C:12]([NH:15][C:16](=[O:18])[CH3:17])=[C:11]([CH3:19])[CH:10]=1)(=[O:7])[CH3:6]. Given the reactants [N+:1]([O-:4])(O)=[O:2].[C:5]([O:8][C:9]1[CH:14]=[CH:13][C:12]([NH:15][C:16](=[O:18])[CH3:17])=[C:11]([CH3:19])[CH:10]=1)(=[O:7])[CH3:6].[OH-].[Na+], predict the reaction product. (6) Given the reactants Cl.C(OC(=O)[N:8]([CH2:12][C:13]1[CH:18]=[C:17]([CH2:19][C:20](=[O:23])[NH:21][CH3:22])[CH:16]=[CH:15][C:14]=1[Cl:24])[CH:9]1[CH2:11][CH2:10]1)(C)(C)C.[OH-].[Na+], predict the reaction product. The product is: [Cl:24][C:14]1[CH:15]=[CH:16][C:17]([CH2:19][C:20]([NH:21][CH3:22])=[O:23])=[CH:18][C:13]=1[CH2:12][NH:8][CH:9]1[CH2:11][CH2:10]1. (7) Given the reactants CO[C:3](=[O:12])[C:4]1[CH:9]=[CH:8][CH:7]=[CH:6][C:5]=1[CH2:10]Br.[CH:13]1([CH2:19][NH2:20])[CH2:18][CH2:17][CH2:16][CH2:15][CH2:14]1.C([O-])([O-])=O.[K+].[K+].C(OCC)(=O)C, predict the reaction product. The product is: [CH:13]1([CH2:19][N:20]2[CH2:10][C:5]3[C:4](=[CH:9][CH:8]=[CH:7][CH:6]=3)[C:3]2=[O:12])[CH2:18][CH2:17][CH2:16][CH2:15][CH2:14]1. (8) The product is: [CH3:1][C:2]1[CH:10]=[C:9]2[C:5]([CH:6]=[C:7]([CH2:25][CH2:26][CH2:27][C:28]([O:30][CH3:31])=[O:29])[NH:8]2)=[CH:4][CH:3]=1. Given the reactants [CH3:1][C:2]1[CH:10]=[C:9]2[C:5]([CH:6]=[CH:7][NH:8]2)=[CH:4][CH:3]=1.C12CC(CC1)C=C2.C([O-])([O-])=O.[K+].[K+].Br[CH2:25][CH2:26][CH2:27][C:28]([O:30][CH3:31])=[O:29], predict the reaction product. (9) Given the reactants C(NC1C=CC(C2C=C3C(CN([C@@H](C(C)C)C(O)=O)C3=O)=CC=2)=CC=1)(=O)C1C=CC=CC=1.[F:33][C:34]1[C:66]([C:67]([F:70])([F:69])[F:68])=[CH:65][CH:64]=[CH:63][C:35]=1[C:36]([NH:38][C:39]1[CH:44]=[CH:43][C:42]([C:45]2[CH:53]=[C:52]3[C:48]([CH2:49][N:50]([C@@H:55]([CH:60]([CH3:62])[CH3:61])[C:56]([O:58]C)=[O:57])[C:51]3=[O:54])=[CH:47][CH:46]=2)=[CH:41][CH:40]=1)=[O:37], predict the reaction product. The product is: [F:33][C:34]1[C:66]([C:67]([F:70])([F:68])[F:69])=[CH:65][CH:64]=[CH:63][C:35]=1[C:36]([NH:38][C:39]1[CH:44]=[CH:43][C:42]([C:45]2[CH:53]=[C:52]3[C:48]([CH2:49][N:50]([C@@H:55]([CH:60]([CH3:62])[CH3:61])[C:56]([OH:58])=[O:57])[C:51]3=[O:54])=[CH:47][CH:46]=2)=[CH:41][CH:40]=1)=[O:37].